From a dataset of Catalyst prediction with 721,799 reactions and 888 catalyst types from USPTO. Predict which catalyst facilitates the given reaction. (1) Reactant: [S:1]([C:5]1[CH:6]=[C:7]2[C:12](=[CH:13][CH:14]=1)[N:11]=[C:10]([CH:15]=[CH:16][C:17]([C:19]1[CH:27]=[CH:26][C:22]([C:23](O)=[O:24])=[CH:21][CH:20]=1)=[O:18])[CH:9]=[CH:8]2)(=[O:4])(=[O:3])[NH2:2].C(N(C(C)C)C(C)C)C.ON1C2C=CC=CC=2N=N1.[CH3:47][N:48]([C:50]1[CH:54]=[CH:53][NH:52][N:51]=1)[CH3:49]. Product: [CH3:47][N:48]([CH3:49])[C:50]1[CH:54]=[CH:53][N:52]([C:23]([C:22]2[CH:26]=[CH:27][C:19]([C:17](=[O:18])[CH:16]=[CH:15][C:10]3[CH:9]=[CH:8][C:7]4[C:12](=[CH:13][CH:14]=[C:5]([S:1]([NH2:2])(=[O:4])=[O:3])[CH:6]=4)[N:11]=3)=[CH:20][CH:21]=2)=[O:24])[N:51]=1. The catalyst class is: 7. (2) Reactant: [Cl:1][C:2]1[CH:7]=[CH:6][C:5]([C:8]([NH2:10])=[O:9])=[CH:4][CH:3]=1.[Cl:11][CH2:12][C:13]([CH2:15]Cl)=O. Product: [Cl:11][CH2:12][C:13]1[N:10]=[C:8]([C:5]2[CH:6]=[CH:7][C:2]([Cl:1])=[CH:3][CH:4]=2)[O:9][CH:15]=1. The catalyst class is: 65. (3) Reactant: [NH2:1][C:2]1[CH:3]=[C:4]([CH:21]=[CH:22][CH:23]=1)[O:5][C:6]1[CH:7]=[CH:8][C:9]2[N:10]([CH:12]=[C:13]([NH:15][C:16]([CH:18]3[CH2:20][CH2:19]3)=[O:17])[N:14]=2)[N:11]=1.[C:24](Cl)(=[O:31])[C:25]1[CH:30]=[CH:29][CH:28]=[CH:27][CH:26]=1. The catalyst class is: 60. Product: [CH:18]1([C:16]([NH:15][C:13]2[N:14]=[C:9]3[CH:8]=[CH:7][C:6]([O:5][C:4]4[CH:3]=[C:2]([NH:1][C:24](=[O:31])[C:25]5[CH:30]=[CH:29][CH:28]=[CH:27][CH:26]=5)[CH:23]=[CH:22][CH:21]=4)=[N:11][N:10]3[CH:12]=2)=[O:17])[CH2:20][CH2:19]1. (4) Reactant: [NH2:1][C:2]1[N:10]=[C:9]2[C:5]([NH:6][C:7](=[O:18])[N:8]2[C@H:11]2[CH2:16][CH2:15][C@H:14]([OH:17])[CH2:13][CH2:12]2)=[C:4]([Cl:19])[N:3]=1.C(=O)([O-])[O-].[Cs+].[Cs+].C1C=CC(P(C2C(C3C(P(C4C=CC=CC=4)C4C=CC=CC=4)=CC=C4C=3C=CC=C4)=C3C(C=CC=C3)=CC=2)C2C=CC=CC=2)=CC=1.Br[C:73]1[CH:78]=[C:77]([F:79])[CH:76]=[CH:75][C:74]=1[N+:80]([O-:82])=[O:81]. Product: [Cl:19][C:4]1[N:3]=[C:2]([NH:1][C:73]2[CH:78]=[C:77]([F:79])[CH:76]=[CH:75][C:74]=2[N+:80]([O-:82])=[O:81])[N:10]=[C:9]2[C:5]=1[NH:6][C:7](=[O:18])[N:8]2[C@H:11]1[CH2:12][CH2:13][C@H:14]([OH:17])[CH2:15][CH2:16]1. The catalyst class is: 718. (5) Reactant: [CH3:1][C:2]([CH3:84])([CH3:83])[C:3]([O:5][C@H:6]1[C@@H:11]([O:12][C:13](=[O:18])[C:14]([CH3:17])([CH3:16])[CH3:15])[C@H:10]([O:19][C:20](=[O:25])[C:21]([CH3:24])([CH3:23])[CH3:22])[C@@H:9]([CH2:26][O:27][C:28](=[O:33])[C:29]([CH3:32])([CH3:31])[CH3:30])[O:8][C@@H:7]1[C:34]1[CH:39]=[CH:38][C:37]([C:40]#[C:41][C@@H:42]2[C@@H:47]([O:48][Si](C(C)C)(C(C)C)C(C)C)[C@@H:46]([O:59][Si](C(C)C)(C(C)C)C(C)C)[C@H:45]([O:70][Si](C(C)C)(C(C)C)C(C)C)[C@@H:44]([CH2:81][OH:82])[O:43]2)=[CH:36][CH:35]=1)=[O:4].CCCC[N+](CCCC)(CCCC)CCCC.[F-].O. Product: [CH3:22][C:21]([CH3:24])([CH3:23])[C:20]([O:19][C@H:10]1[C@H:11]([O:12][C:13](=[O:18])[C:14]([CH3:15])([CH3:16])[CH3:17])[C@H:6]([O:5][C:3](=[O:4])[C:2]([CH3:1])([CH3:83])[CH3:84])[C@@H:7]([C:34]2[CH:39]=[CH:38][C:37]([C:40]#[C:41][C@@H:42]3[C@@H:47]([OH:48])[C@@H:46]([OH:59])[C@H:45]([OH:70])[C@@H:44]([CH2:81][OH:82])[O:43]3)=[CH:36][CH:35]=2)[O:8][C@@H:9]1[CH2:26][O:27][C:28](=[O:33])[C:29]([CH3:32])([CH3:31])[CH3:30])=[O:25]. The catalyst class is: 1. (6) Reactant: C(Cl)(=O)C(Cl)=O.CS(C)=O.[F:11][C:12]([F:23])([F:22])[C:13]1[C:17]([CH2:18][CH2:19][CH2:20][OH:21])=[CH:16][NH:15][N:14]=1.C([O-])(O)=O.[Na+]. Product: [F:23][C:12]([F:11])([F:22])[C:13]1[C:17]([CH2:18][CH2:19][CH:20]=[O:21])=[CH:16][NH:15][N:14]=1. The catalyst class is: 2. (7) Reactant: [O:1]=[C:2]1[C:10](=[O:11])[C:9]2[C:4](=[CH:5][CH:6]=[CH:7][CH:8]=2)[N:3]1[CH:12]([CH2:16][CH:17]([CH3:19])[CH3:18])[C:13]([OH:15])=O.[N:20]1[CH:25]=[CH:24][CH:23]=[CH:22][C:21]=1[NH2:26].C(N(CC)C(C)C)(C)C.F[P-](F)(F)(F)(F)F.N1(O[P+](N(C)C)(N(C)C)N(C)C)C2C=CC=CC=2N=N1. Product: [N:20]1[CH:25]=[CH:24][CH:23]=[CH:22][C:21]=1[NH:26][C:13](=[O:15])[CH:12]([N:3]1[C:4]2[C:9](=[CH:8][CH:7]=[CH:6][CH:5]=2)[C:10](=[O:11])[C:2]1=[O:1])[CH2:16][CH:17]([CH3:19])[CH3:18]. The catalyst class is: 42. (8) Reactant: [Br:1][C:2]1[C:7]([N+:8]([O-])=O)=[CH:6][C:5]([F:11])=[CH:4][N:3]=1.Cl[Sn]Cl. Product: [Br:1][C:2]1[C:7]([NH2:8])=[CH:6][C:5]([F:11])=[CH:4][N:3]=1. The catalyst class is: 811. (9) Reactant: [N:1]1[CH:2]=[CH:3][N:4]2[CH:9]=[CH:8][C:7]([NH2:10])=[CH:6][C:5]=12.C([O-])([O-])=O.[Cs+].[Cs+].Br[C:18]1[C:19](=[O:26])[N:20]([CH3:25])[CH:21]=[C:22]([Br:24])[N:23]=1.CC1(C)C2C(=C(P(C3C=CC=CC=3)C3C=CC=CC=3)C=CC=2)OC2C(P(C3C=CC=CC=3)C3C=CC=CC=3)=CC=CC1=2. Product: [Br:24][C:22]1[N:23]=[C:18]([NH:10][C:7]2[CH:8]=[CH:9][N:4]3[CH:3]=[CH:2][N:1]=[C:5]3[CH:6]=2)[C:19](=[O:26])[N:20]([CH3:25])[CH:21]=1. The catalyst class is: 102.